From a dataset of Peptide-MHC class II binding affinity with 134,281 pairs from IEDB. Regression. Given a peptide amino acid sequence and an MHC pseudo amino acid sequence, predict their binding affinity value. This is MHC class II binding data. (1) The peptide sequence is AAATAGTHVYGAFAA. The MHC is HLA-DPA10103-DPB10401 with pseudo-sequence HLA-DPA10103-DPB10401. The binding affinity (normalized) is 0.139. (2) The peptide sequence is DKKYFAATQFEPLAA. The MHC is HLA-DPA10201-DPB11401 with pseudo-sequence HLA-DPA10201-DPB11401. The binding affinity (normalized) is 0.847. (3) The MHC is DRB1_0404 with pseudo-sequence DRB1_0404. The binding affinity (normalized) is 0. The peptide sequence is VYVWKTWGQYWQVLGGPVS. (4) The peptide sequence is GAMAKKGDEQKLRSA. The MHC is DRB1_0401 with pseudo-sequence DRB1_0401. The binding affinity (normalized) is 0.0675. (5) The peptide sequence is PDTIDFLIMRNLTNL. The MHC is DRB1_0405 with pseudo-sequence DRB1_0405. The binding affinity (normalized) is 0.423. (6) The peptide sequence is NTARLMAGAGPAPML. The MHC is DRB1_0701 with pseudo-sequence DRB1_0701. The binding affinity (normalized) is 0.350. (7) The peptide sequence is SKKFIDIFKEEGSNLTSYGR. The MHC is DRB1_0701 with pseudo-sequence DRB1_0701. The binding affinity (normalized) is 0.472. (8) The peptide sequence is PGMAKIPAGELQIID. The MHC is HLA-DQA10104-DQB10503 with pseudo-sequence HLA-DQA10104-DQB10503. The binding affinity (normalized) is 0.0309. (9) The peptide sequence is EEPDDIDCWCYGVEN. The MHC is HLA-DQA10201-DQB10301 with pseudo-sequence HLA-DQA10201-DQB10301. The binding affinity (normalized) is 0.